From a dataset of KCNQ2 potassium channel screen with 302,405 compounds. Binary Classification. Given a drug SMILES string, predict its activity (active/inactive) in a high-throughput screening assay against a specified biological target. (1) The drug is S(=O)(=O)(NCCC)c1ccc(OCC(=O)NCc2cc3OCOc3cc2)cc1. The result is 0 (inactive). (2) The compound is Clc1c(S(=O)(=O)N2CCCC2)cc(cc1)C(OCC(=O)NCc1sccc1)=O. The result is 0 (inactive). (3) The drug is s1c2c(nc1NC(=O)CSc1[nH]c(CCC)cc(=O)n1)ccc(OCC)c2. The result is 0 (inactive). (4) The molecule is o1c(nc2c(c1=O)cc(OC)c(OC)c2)C(CC)CC. The result is 0 (inactive). (5) The compound is [nH]1c(nc(c1C#N)C#N)CCCC. The result is 0 (inactive). (6) The molecule is S(CC(=O)N1CCCCC1)c1nc(nc2n(c(=O)n(c(=O)c12)C)C)CC. The result is 1 (active). (7) The result is 0 (inactive). The molecule is O=c1[nH][nH]c(c2ccc(CC(C)C)cc2)c1. (8) The drug is S1(=O)(=O)CC(NC(=O)c2cc3OCOc3cc2)CC1. The result is 0 (inactive). (9) The drug is Clc1c(CNCC(=O)Nc2c(cc(N(CC)CC)cc2)C)cccc1. The result is 1 (active). (10) The drug is O=C(N1CCC(n2nccc2NC(=O)CC(C)C)CC1)CCc1c(OC)cccc1. The result is 0 (inactive).